This data is from Full USPTO retrosynthesis dataset with 1.9M reactions from patents (1976-2016). The task is: Predict the reactants needed to synthesize the given product. Given the product [Br:13][C:6]1[CH:7]=[CH:8][C:9]([N+:10]([O-:12])=[O:11])=[C:4]([CH:1]([OH:3])[CH3:2])[CH:5]=1, predict the reactants needed to synthesize it. The reactants are: [C:1]([C:4]1[CH:5]=[C:6]([Br:13])[CH:7]=[CH:8][C:9]=1[N+:10]([O-:12])=[O:11])(=[O:3])[CH3:2].[BH4-].[Na+].